This data is from Full USPTO retrosynthesis dataset with 1.9M reactions from patents (1976-2016). The task is: Predict the reactants needed to synthesize the given product. (1) The reactants are: [CH2:1]([O:3][C:4](=[O:23])[CH2:5][CH:6]1[CH2:11][CH2:10][N:9]([C:12]2[C:17]([NH2:18])=[CH:16][CH:15]=[C:14]([C:19]([F:22])([F:21])[F:20])[N:13]=2)[CH2:8][CH2:7]1)[CH3:2].C(N(CC)CC)C.[Cl:31][C:32]1[CH:33]=[C:34]([CH:38]=[CH:39][CH:40]=1)[C:35](Cl)=[O:36]. Given the product [CH2:1]([O:3][C:4](=[O:23])[CH2:5][CH:6]1[CH2:11][CH2:10][N:9]([C:12]2[C:17]([NH:18][C:35](=[O:36])[C:34]3[CH:38]=[CH:39][CH:40]=[C:32]([Cl:31])[CH:33]=3)=[CH:16][CH:15]=[C:14]([C:19]([F:21])([F:22])[F:20])[N:13]=2)[CH2:8][CH2:7]1)[CH3:2], predict the reactants needed to synthesize it. (2) Given the product [Br:3][C:4]1[CH:5]=[C:6]([CH2:14][NH:2][CH3:1])[C:7]2[C:12]([CH:13]=1)=[CH:11][CH:10]=[CH:9][CH:8]=2, predict the reactants needed to synthesize it. The reactants are: [CH3:1][NH2:2].[Br:3][C:4]1[CH:5]=[C:6]([CH:14]=O)[C:7]2[C:12]([CH:13]=1)=[CH:11][CH:10]=[CH:9][CH:8]=2.[BH4-].[K+].